This data is from Full USPTO retrosynthesis dataset with 1.9M reactions from patents (1976-2016). The task is: Predict the reactants needed to synthesize the given product. (1) Given the product [NH2:33][CH2:32][CH2:31][NH:34][C:13]1[N:14]=[C:9]([C:3]2[CH:4]=[CH:5][C:6]([F:8])=[CH:7][C:2]=2[F:1])[C:10]2[CH:22]=[CH:21][C:20](=[O:23])[N:19]([C:24]3[CH:29]=[CH:28][CH:27]=[CH:26][C:25]=3[F:30])[C:11]=2[N:12]=1, predict the reactants needed to synthesize it. The reactants are: [F:1][C:2]1[CH:7]=[C:6]([F:8])[CH:5]=[CH:4][C:3]=1[C:9]1[C:10]2[CH:22]=[CH:21][C:20](=[O:23])[N:19]([C:24]3[CH:29]=[CH:28][CH:27]=[CH:26][C:25]=3[F:30])[C:11]=2[N:12]=[C:13](S(C)(=O)=O)[N:14]=1.[CH2:31]([NH2:34])[CH2:32][NH2:33]. (2) Given the product [Cl:1][C:2]1[N:7]=[C:6]([S:25][C:22]2[CH:23]=[CH:24][C:19]([NH2:18])=[CH:20][CH:21]=2)[CH:5]=[CH:4][N:3]=1, predict the reactants needed to synthesize it. The reactants are: [Cl:1][C:2]1[N:7]=[C:6](Cl)[CH:5]=[CH:4][N:3]=1.C(N(CC)C(C)C)(C)C.[NH2:18][C:19]1[CH:24]=[CH:23][C:22]([SH:25])=[CH:21][CH:20]=1. (3) Given the product [Cl:33][C:34]1[CH:35]=[CH:36][C:37]([C:40]2[CH:45]=[CH:44][C:43]([NH:46][CH2:1][C:3]3[C:8]([C:9]([F:12])([F:10])[F:11])=[CH:7][C:6]([C:13]([F:14])([F:15])[F:16])=[CH:5][C:4]=3[C:17]3[CH:18]=[CH:19][C:20]([C:23]([NH:25][CH2:26][CH2:27][C:28]([O:30][CH2:31][CH3:32])=[O:29])=[O:24])=[N:21][CH:22]=3)=[CH:42][CH:41]=2)=[CH:38][CH:39]=1, predict the reactants needed to synthesize it. The reactants are: [CH:1]([C:3]1[C:8]([C:9]([F:12])([F:11])[F:10])=[CH:7][C:6]([C:13]([F:16])([F:15])[F:14])=[CH:5][C:4]=1[C:17]1[CH:18]=[CH:19][C:20]([C:23]([NH:25][CH2:26][CH2:27][C:28]([O:30][CH2:31][CH3:32])=[O:29])=[O:24])=[N:21][CH:22]=1)=O.[Cl:33][C:34]1[CH:39]=[CH:38][C:37]([C:40]2[CH:45]=[CH:44][C:43]([NH2:46])=[CH:42][CH:41]=2)=[CH:36][CH:35]=1.CCO.[BH4-].[Na+]. (4) Given the product [N:19]1([CH2:24][CH2:25][NH:26][C:27]([C:29]2[C:33]([CH3:34])=[C:32]([CH:35]=[C:11]3[C:10]4[C:14](=[CH:15][CH:16]=[CH:17][C:9]=4[C:6]4[CH:7]=[CH:8][C:3]([O:2][CH3:1])=[CH:4][CH:5]=4)[NH:13][C:12]3=[O:18])[NH:31][C:30]=2[CH3:37])=[O:28])[CH:23]=[CH:22][N:21]=[N:20]1, predict the reactants needed to synthesize it. The reactants are: [CH3:1][O:2][C:3]1[CH:8]=[CH:7][C:6]([C:9]2[CH:17]=[CH:16][CH:15]=[C:14]3[C:10]=2[CH2:11][C:12](=[O:18])[NH:13]3)=[CH:5][CH:4]=1.[N:19]1([CH2:24][CH2:25][NH:26][C:27]([C:29]2[C:33]([CH3:34])=[C:32]([CH:35]=O)[NH:31][C:30]=2[CH3:37])=[O:28])[CH:23]=[CH:22][N:21]=[N:20]1. (5) Given the product [NH:22]1[C:23]2[CH:29]=[CH:28][CH:27]=[CH:26][C:24]=2[N:25]=[C:21]1[NH:2][CH2:3][C:4]1[N:13]=[C:12]([NH:14][CH:15]2[CH2:16][CH2:17][CH2:18][CH2:19]2)[C:11]2[C:6](=[CH:7][CH:8]=[CH:9][CH:10]=2)[N:5]=1, predict the reactants needed to synthesize it. The reactants are: Cl.[NH2:2][CH2:3][C:4]1[N:13]=[C:12]([NH:14][CH:15]2[CH2:19][CH2:18][CH2:17][CH2:16]2)[C:11]2[C:6](=[CH:7][CH:8]=[CH:9][CH:10]=2)[N:5]=1.Cl[C:21]1[NH:22][C:23]2[CH:29]=[CH:28][CH:27]=[CH:26][C:24]=2[N:25]=1.C(N(C(C)C)CC)(C)C.